Dataset: Full USPTO retrosynthesis dataset with 1.9M reactions from patents (1976-2016). Task: Predict the reactants needed to synthesize the given product. (1) Given the product [CH:2]1([C:8]2[NH:12][N:11]=[C:10]([NH:13][C:14]3[C:15]4[CH2:30][CH2:29][CH2:28][C:16]=4[N:17]=[C:18]([N:20]4[CH2:24][CH2:23][CH2:22][C@@H:21]4[C:25]([N:33]([CH3:34])[CH3:32])=[O:26])[N:19]=3)[CH:9]=2)[CH2:7][CH2:6][CH2:5][CH2:4][CH2:3]1, predict the reactants needed to synthesize it. The reactants are: Cl.[CH:2]1([C:8]2[NH:12][N:11]=[C:10]([NH:13][C:14]3[C:15]4[CH2:30][CH2:29][CH2:28][C:16]=4[N:17]=[C:18]([N:20]4[CH2:24][CH2:23][CH2:22][C@@H:21]4[C:25](O)=[O:26])[N:19]=3)[CH:9]=2)[CH2:7][CH2:6][CH2:5][CH2:4][CH2:3]1.[Cl-].[CH3:32][NH2+:33][CH3:34].CCN=C=NCCCN(C)C.Cl.C1C=CC2N(O)N=NC=2C=1.CCN(C(C)C)C(C)C. (2) Given the product [CH2:1]([CH:3]1[CH:7]([CH3:8])[CH2:6][N:5]([C:9]([NH:11][CH2:12][CH2:13][C:14]2[CH:15]=[CH:16][CH:17]=[CH:18][CH:19]=2)=[O:10])[C:4]1=[C:43]=[O:44])[CH3:2], predict the reactants needed to synthesize it. The reactants are: [CH2:1]([C:3]1[C:4](=O)[N:5]([C:9]([NH:11][CH2:12][CH2:13][C:14]2[CH:19]=[CH:18][C:17](S(NC(N[C@H]3CC[C@H](C)CC3)=O)(=O)=O)=[CH:16][CH:15]=2)=[O:10])[CH2:6][C:7]=1[CH3:8])[CH3:2].C(C1C(=O)N([C:43](NCCC2C=CC(S(NC(NC3CCC(C)CC3)=O)(=O)=O)=CC=2)=[O:44])CC=1C)C.C1(CCN=C=O)C=CC=CC=1. (3) Given the product [NH:13]1[C:14]2[C:10](=[C:9]([C:20]3[CH:21]=[C:22]([CH2:26][C:27]([OH:29])=[O:28])[CH:23]=[CH:24][CH:25]=3)[CH:17]=[CH:16][CH:15]=2)[CH:11]=[CH:12]1, predict the reactants needed to synthesize it. The reactants are: CC1(C)C(C)(C)OB([C:9]2[CH:17]=[CH:16][CH:15]=[C:14]3[C:10]=2[CH:11]=[CH:12][NH:13]3)O1.Br[C:20]1[CH:21]=[C:22]([CH2:26][C:27]([OH:29])=[O:28])[CH:23]=[CH:24][CH:25]=1.[OH-].[Na+]. (4) Given the product [CH3:23][O:24][C:25]1[CH:26]=[C:27]([C:2]2[CH:10]=[C:9]3[C:5]([CH:6]=[N:7][N:8]3[S:11]([C:14]3[C:19]([CH3:20])=[CH:18][C:17]([CH3:21])=[CH:16][C:15]=3[CH3:22])(=[O:13])=[O:12])=[CH:4][CH:3]=2)[CH:28]=[CH:29][C:30]=1[O:31][CH2:32][O:33][CH3:34], predict the reactants needed to synthesize it. The reactants are: I[C:2]1[CH:10]=[C:9]2[C:5]([CH:6]=[N:7][N:8]2[S:11]([C:14]2[C:19]([CH3:20])=[CH:18][C:17]([CH3:21])=[CH:16][C:15]=2[CH3:22])(=[O:13])=[O:12])=[CH:4][CH:3]=1.[CH3:23][O:24][C:25]1[CH:26]=[C:27](B(O)O)[CH:28]=[CH:29][C:30]=1[O:31][CH2:32][O:33][CH3:34].C(N(CC)CC)C.C(=O)([O-])[O-].[K+].[K+]. (5) Given the product [CH3:5][C:2]([C:6]1[CH:11]=[CH:10][C:9]([C:12]([F:13])([F:15])[F:14])=[CH:8][CH:7]=1)([CH3:1])[CH2:3][NH2:4], predict the reactants needed to synthesize it. The reactants are: [CH3:1][C:2]([C:6]1[CH:11]=[CH:10][C:9]([C:12]([F:15])([F:14])[F:13])=[CH:8][CH:7]=1)([CH3:5])[C:3]#[N:4]. (6) Given the product [Cl:27][CH2:30][Cl:29].[CH:31]([O:32][CH:33]([CH3:38])[CH3:34])([CH3:45])[CH3:30], predict the reactants needed to synthesize it. The reactants are: COC1C=C(C(=O)CC(C2C=CC(OC)=C(OC)C=2O)=O)C=CC=1OC.[Cl-:27].O.[Cl:29][C:30]1C(=O)[C:38]2[C:33](=[C:34](OC)C(OC)=CC=2)[O:32][C:31]=1[C:45]1C=CC(OC)=C(OC)C=1. (7) Given the product [CH2:1]([O:3][C:4](=[O:29])[CH2:5][C:6]1[CH:11]=[C:10]([C:12]([F:15])([F:14])[F:13])[CH:9]=[C:8]([O:16][C:17]2[CH:22]=[CH:21][C:20]([NH:23][C:30](=[O:35])[C:31]([CH3:34])([CH3:33])[CH3:32])=[CH:19][C:18]=2[CH2:24][S:25][CH:26]([CH3:28])[CH3:27])[CH:7]=1)[CH3:2], predict the reactants needed to synthesize it. The reactants are: [CH2:1]([O:3][C:4](=[O:29])[CH2:5][C:6]1[CH:11]=[C:10]([C:12]([F:15])([F:14])[F:13])[CH:9]=[C:8]([O:16][C:17]2[CH:22]=[CH:21][C:20]([NH2:23])=[CH:19][C:18]=2[CH2:24][S:25][CH:26]([CH3:28])[CH3:27])[CH:7]=1)[CH3:2].[C:30](Cl)(=[O:35])[C:31]([CH3:34])([CH3:33])[CH3:32]. (8) Given the product [CH:1]1([NH:6][C:7]2[CH:12]=[C:11]([O:43][CH2:42][CH3:41])[N:10]3[N:16]=[C:17]([C:31]4[CH:32]=[CH:33][C:34]([F:37])=[CH:35][CH:36]=4)[C:18]([C:19]4[CH:24]=[CH:23][N:22]=[C:21]([NH:25][CH:26]5[CH2:27][CH2:28][CH2:29][CH2:30]5)[N:20]=4)=[C:9]3[CH:8]=2)[CH2:2][CH2:3][CH2:4][CH2:5]1, predict the reactants needed to synthesize it. The reactants are: [CH:1]1([NH:6][C:7]2[CH:12]=[C:11](SCC)[N:10]3[N:16]=[C:17]([C:31]4[CH:36]=[CH:35][C:34]([F:37])=[CH:33][CH:32]=4)[C:18]([C:19]4[CH:24]=[CH:23][N:22]=[C:21]([NH:25][CH:26]5[CH2:30][CH2:29][CH2:28][CH2:27]5)[N:20]=4)=[C:9]3[CH:8]=2)[CH2:5][CH2:4][CH2:3][CH2:2]1.ClC1C=[C:41](C=CC=1)[C:42](OO)=[O:43].